From a dataset of Peptide-MHC class I binding affinity with 185,985 pairs from IEDB/IMGT. Regression. Given a peptide amino acid sequence and an MHC pseudo amino acid sequence, predict their binding affinity value. This is MHC class I binding data. (1) The peptide sequence is PWLSSKPEF. The MHC is HLA-A23:01 with pseudo-sequence HLA-A23:01. The binding affinity (normalized) is 0.560. (2) The peptide sequence is FGDSEEPVTY. The MHC is HLA-A02:06 with pseudo-sequence HLA-A02:06. The binding affinity (normalized) is 0. (3) The peptide sequence is KHDFIDNPL. The MHC is HLA-B51:01 with pseudo-sequence HLA-B51:01. The binding affinity (normalized) is 0.0847. (4) The peptide sequence is RVRQQVIQL. The MHC is BoLA-HD6 with pseudo-sequence BoLA-HD6. The binding affinity (normalized) is 0.607. (5) The peptide sequence is GRYIVYSSY. The binding affinity (normalized) is 0.0847. The MHC is HLA-B57:01 with pseudo-sequence HLA-B57:01. (6) The peptide sequence is STRHPSKLR. The MHC is HLA-A68:01 with pseudo-sequence HLA-A68:01. The binding affinity (normalized) is 0.573. (7) The peptide sequence is CTDPYSQMV. The MHC is HLA-A03:01 with pseudo-sequence HLA-A03:01. The binding affinity (normalized) is 0.0847.